Dataset: Retrosynthesis with 50K atom-mapped reactions and 10 reaction types from USPTO. Task: Predict the reactants needed to synthesize the given product. (1) Given the product CC(C)(C[C@H](N)C(=O)O)C(=O)c1cccc(NCc2cn(C(c3ccccc3)(c3ccccc3)c3ccccc3)cn2)c1-c1cccc2ccccc12, predict the reactants needed to synthesize it. The reactants are: COC(=O)[C@@H](N)CC(C)(C)C(=O)c1cccc(NCc2cn(C(c3ccccc3)(c3ccccc3)c3ccccc3)cn2)c1-c1cccc2ccccc12. (2) Given the product O=C(NCc1ccc(CO)cc1)c1ccccn1, predict the reactants needed to synthesize it. The reactants are: NCc1ccc(CO)cc1.O=C(O)c1ccccn1. (3) Given the product CS(=O)(=O)O, predict the reactants needed to synthesize it. The reactants are: CC1(C)CC(=O)c2c(C(F)(F)F)nn(-c3ccc(C(N)=O)c(N[C@H]4CCCC[C@@H]4OC(=O)CNC(=O)OC(C)(C)C)c3)c2C1. (4) Given the product COC(=O)C[C@@H]1CC[C@@H](NCC2CCCC2)[C@H](c2ccc(C(F)(F)F)cc2)C1, predict the reactants needed to synthesize it. The reactants are: COC(=O)C[C@@H]1CC[C@@H](N)[C@H](c2ccc(C(F)(F)F)cc2)C1.O=CC1CCCC1. (5) Given the product C#Cc1cc2ncnc(Cl)c2s1, predict the reactants needed to synthesize it. The reactants are: C[Si](C)(C)C#Cc1cc2ncnc(Cl)c2s1. (6) Given the product COc1cc2cc(-c3cccc(N)c3)nc(C)c2cc1OC, predict the reactants needed to synthesize it. The reactants are: COc1cc2cc(-c3cccc([N+](=O)[O-])c3)nc(C)c2cc1OC.